From a dataset of Forward reaction prediction with 1.9M reactions from USPTO patents (1976-2016). Predict the product of the given reaction. (1) Given the reactants O[CH2:2][C:3]1[N:4]([CH2:8][CH2:9][CH2:10][CH2:11][CH3:12])[CH:5]=[CH:6][N:7]=1.S(Cl)([Cl:15])=O, predict the reaction product. The product is: [ClH:15].[Cl:15][CH2:2][C:3]1[N:4]([CH2:8][CH2:9][CH2:10][CH2:11][CH3:12])[CH:5]=[CH:6][N:7]=1. (2) Given the reactants [Cl:1][C:2]1[CH:7]=[C:6]([O:8][C:9]2[C:18]3[C:13](=[CH:14][CH:15]=[CH:16][CH:17]=3)[C:12]([NH2:19])=[CH:11][CH:10]=2)[CH:5]=[CH:4][N:3]=1.[C:20](O[C:20]([O:22][C:23]([CH3:26])([CH3:25])[CH3:24])=[O:21])([O:22][C:23]([CH3:26])([CH3:25])[CH3:24])=[O:21], predict the reaction product. The product is: [Cl:1][C:2]1[CH:7]=[C:6]([O:8][C:9]2[C:18]3[C:13](=[CH:14][CH:15]=[CH:16][CH:17]=3)[C:12]([NH:19][C:20](=[O:21])[O:22][C:23]([CH3:26])([CH3:25])[CH3:24])=[CH:11][CH:10]=2)[CH:5]=[CH:4][N:3]=1.